From a dataset of Reaction yield outcomes from USPTO patents with 853,638 reactions. Predict the reaction yield, written as a fraction of the theoretical maximum amount of product (1.0 means a 100% yield; for example, 0.34 means a 34% yield). (1) The product is [CH:19]1([N:16]2[C:14]3[N:15]=[C:10]4[CH2:9][N:8]([C:25]([O:27][C:28]([CH3:31])([CH3:29])[CH3:30])=[O:26])[CH2:7][CH2:6][N:11]4[C:12](=[O:24])[C:13]=3[CH:18]=[N:17]2)[CH2:23][CH2:22][CH2:21][CH2:20]1. The reactants are CS(O[CH2:6][CH2:7][N:8]([C:25]([O:27][C:28]([CH3:31])([CH3:30])[CH3:29])=[O:26])[CH2:9][C:10]1[NH:11][C:12](=[O:24])[C:13]2[CH:18]=[N:17][N:16]([CH:19]3[CH2:23][CH2:22][CH2:21][CH2:20]3)[C:14]=2[N:15]=1)(=O)=O.C(=O)([O-])[O-].[Cs+].[Cs+]. The yield is 0.480. The catalyst is O1CCOCC1. (2) The reactants are [OH-].[Li+].[CH2:3]([N:5]1[C:17]2[CH2:16][CH2:15][CH:14]([CH:18]3[CH2:23][CH2:22][O:21][CH2:20][CH2:19]3)[CH2:13][C:12]=2[C:11]2[C:6]1=[CH:7][CH:8]=[C:9]([C:24]([N:26]([CH2:28][CH2:29][CH2:30][C:31]([O:33]C)=[O:32])[CH3:27])=[O:25])[CH:10]=2)[CH3:4].Cl. The catalyst is CO.O. The product is [CH2:3]([N:5]1[C:17]2[CH2:16][CH2:15][CH:14]([CH:18]3[CH2:19][CH2:20][O:21][CH2:22][CH2:23]3)[CH2:13][C:12]=2[C:11]2[C:6]1=[CH:7][CH:8]=[C:9]([C:24]([N:26]([CH2:28][CH2:29][CH2:30][C:31]([OH:33])=[O:32])[CH3:27])=[O:25])[CH:10]=2)[CH3:4]. The yield is 0.940. (3) The reactants are [Li]CCCC.[C:6]([CH:8]1[CH2:13][CH2:12][N:11]([C:14]([O:16][C:17]([CH3:20])([CH3:19])[CH3:18])=[O:15])[CH2:10][CH2:9]1)#[N:7].Br[CH2:22][CH2:23][CH2:24][Cl:25].[NH4+].[Cl-]. The catalyst is O.C1COCC1. The product is [Cl:25][CH2:24][CH2:23][CH2:22][C:8]1([C:6]#[N:7])[CH2:13][CH2:12][N:11]([C:14]([O:16][C:17]([CH3:20])([CH3:19])[CH3:18])=[O:15])[CH2:10][CH2:9]1. The yield is 0.754. (4) The catalyst is C1COCC1. The reactants are [O:1]1CCCC1.B.[F:7][C:8]1[CH:13]=[CH:12][C:11]([C:14]([CH3:16])=[CH2:15])=[CH:10][N:9]=1.[OH-].[Na+].OO. The yield is 0.584. The product is [F:7][C:8]1[N:9]=[CH:10][C:11]([CH:14]([CH3:16])[CH2:15][OH:1])=[CH:12][CH:13]=1.